Dataset: Catalyst prediction with 721,799 reactions and 888 catalyst types from USPTO. Task: Predict which catalyst facilitates the given reaction. (1) Reactant: [CH3:1][CH:2]1[NH:7][CH2:6][CH2:5][N:4]([C:8]([C:10]2[CH:15]=[CH:14][CH:13]=[CH:12][CH:11]=2)=[O:9])[CH2:3]1.[O:16]1[C:20]([C:21]2[CH:26]=[CH:25][C:24]([S:27](Cl)(=[O:29])=[O:28])=[CH:23][CH:22]=2)=[CH:19][N:18]=[CH:17]1.C(N(CC)CC)C. Product: [CH3:1][CH:2]1[N:7]([S:27]([C:24]2[CH:25]=[CH:26][C:21]([C:20]3[O:16][CH:17]=[N:18][CH:19]=3)=[CH:22][CH:23]=2)(=[O:28])=[O:29])[CH2:6][CH2:5][N:4]([C:8]([C:10]2[CH:15]=[CH:14][CH:13]=[CH:12][CH:11]=2)=[O:9])[CH2:3]1. The catalyst class is: 1. (2) Reactant: [C:1]1([CH2:7][O:8][C:9]2[CH:14]=[CH:13][CH:12]=[CH:11][C:10]=2[CH2:15][N:16]2[CH:20]=[CH:19][C:18]([N:21]3C(=O)C4C(=CC=CC=4)C3=O)=[N:17]2)[CH:6]=[CH:5][CH:4]=[CH:3][CH:2]=1.O.NN. Product: [C:1]1([CH2:7][O:8][C:9]2[CH:14]=[CH:13][CH:12]=[CH:11][C:10]=2[CH2:15][N:16]2[CH:20]=[CH:19][C:18]([NH2:21])=[N:17]2)[CH:2]=[CH:3][CH:4]=[CH:5][CH:6]=1. The catalyst class is: 1. (3) Reactant: [Br:1][C:2]1[C:3]2[CH:10]=[CH:9][NH:8][C:4]=2[N:5]=[CH:6][N:7]=1.[H-].[Na+].[C:13]1([S:19](Cl)(=[O:21])=[O:20])[CH:18]=[CH:17][CH:16]=[CH:15][CH:14]=1. Product: [Br:1][C:2]1[C:3]2[CH:10]=[CH:9][N:8]([S:19]([C:13]3[CH:18]=[CH:17][CH:16]=[CH:15][CH:14]=3)(=[O:21])=[O:20])[C:4]=2[N:5]=[CH:6][N:7]=1. The catalyst class is: 9. (4) Reactant: [Cl-].[O:2]=[C:3]1[NH:9][C:8]2[CH:10]=[CH:11][CH:12]=[CH:13][C:7]=2[O:6][CH:5]([C:14]2[CH:19]=[CH:18][CH:17]=[CH:16][CH:15]=2)[CH:4]1[NH3+:20].[F:21][C:22]1[CH:23]=[C:24]([CH2:29][C:30]([NH:32][C@H:33]([C:35](O)=[O:36])[CH3:34])=[O:31])[CH:25]=[C:26]([F:28])[CH:27]=1.C1C=CC2N(O)N=NC=2C=1.CN1CCOCC1.C(Cl)CCl. Product: [F:21][C:22]1[CH:23]=[C:24]([CH2:29][C:30]([NH:32][CH:33]([CH3:34])[C:35]([NH:20][CH:4]2[C:3](=[O:2])[NH:9][C:8]3[CH:10]=[CH:11][CH:12]=[CH:13][C:7]=3[O:6][CH:5]2[C:14]2[CH:15]=[CH:16][CH:17]=[CH:18][CH:19]=2)=[O:36])=[O:31])[CH:25]=[C:26]([F:28])[CH:27]=1. The catalyst class is: 2.